Dataset: Reaction yield outcomes from USPTO patents with 853,638 reactions. Task: Predict the reaction yield, written as a fraction of the theoretical maximum amount of product (1.0 means a 100% yield; for example, 0.34 means a 34% yield). The reactants are I.CN([CH2:5][C:6]1[C:14]2[C:9](=[N:10][CH:11]=[CH:12][CH:13]=2)[NH:8][CH:7]=1)C.CI.C[O-].[Na+].[N+:20]([CH:23]([CH3:25])[CH3:24])([O-:22])=[O:21]. The catalyst is CO.C(OCC)(=O)C.[NH4+].[Cl-]. The product is [CH3:24][C:23]([N+:20]([O-:22])=[O:21])([CH3:25])[CH2:5][C:6]1[C:14]2[C:9](=[N:10][CH:11]=[CH:12][CH:13]=2)[NH:8][CH:7]=1. The yield is 0.920.